Dataset: Full USPTO retrosynthesis dataset with 1.9M reactions from patents (1976-2016). Task: Predict the reactants needed to synthesize the given product. (1) Given the product [CH2:10]([O:12][C:13]([C@H:15]1[C@@H:20]([NH:21][CH2:5][CH2:4][CH:1]2[CH2:2][CH2:3]2)[C@H:19]2[CH2:22][C@@H:16]1[CH2:17][CH2:18]2)=[O:14])[CH3:11], predict the reactants needed to synthesize it. The reactants are: [CH:1]1([CH2:4][CH:5]=O)[CH2:3][CH2:2]1.ClCCl.[CH2:10]([O:12][C:13]([C@H:15]1[C@@H:20]([NH2:21])[C@H:19]2[CH2:22][C@@H:16]1[CH2:17][CH2:18]2)=[O:14])[CH3:11].C(O[BH-](OC(=O)C)OC(=O)C)(=O)C.[Na+]. (2) The reactants are: Br[C:2]1[CH:7]=[CH:6][CH:5]=[CH:4][C:3]=1[CH:8]([OH:18])[CH2:9][CH2:10][CH2:11][C:12]1[CH:17]=[CH:16][CH:15]=[CH:14][CH:13]=1.[CH2:19]([O:21][C:22]([C:24]1([C:27]2[CH:32]=[CH:31][C:30]([C:33]3[CH:38]=[CH:37][C:36](B4OC(C)(C)C(C)(C)O4)=[CH:35][CH:34]=3)=[CH:29][CH:28]=2)[CH2:26][CH2:25]1)=[O:23])[CH3:20]. Given the product [CH2:19]([O:21][C:22]([C:24]1([C:27]2[CH:28]=[CH:29][C:30]([C:33]3[CH:34]=[CH:35][C:36]([C:2]4[CH:7]=[CH:6][CH:5]=[CH:4][C:3]=4[CH:8]([OH:18])[CH2:9][CH2:10][CH2:11][C:12]4[CH:17]=[CH:16][CH:15]=[CH:14][CH:13]=4)=[CH:37][CH:38]=3)=[CH:31][CH:32]=2)[CH2:26][CH2:25]1)=[O:23])[CH3:20], predict the reactants needed to synthesize it. (3) The reactants are: Br[C:2]1[CH:3]=[C:4]([N:11]2[CH2:16][CH2:15][N:14]([CH3:17])[CH2:13][CH2:12]2)[CH:5]=[CH:6][C:7]=1[N+:8]([O-:10])=[O:9].[C:18]1(B(O)O)[CH2:23][CH2:22][CH2:21][CH2:20][CH:19]=1. Given the product [C:18]1([C:2]2[CH:3]=[C:4]([N:11]3[CH2:16][CH2:15][N:14]([CH3:17])[CH2:13][CH2:12]3)[CH:5]=[CH:6][C:7]=2[N+:8]([O-:10])=[O:9])[CH2:23][CH2:22][CH2:21][CH2:20][CH:19]=1, predict the reactants needed to synthesize it. (4) Given the product [NH2:23][C:24]([NH:26][C:27]1[NH:28][C:29]2[C:34]([C:35]=1[C:36]([NH2:38])=[O:37])=[CH:33][CH:32]=[C:31]([O:39][CH2:1][CH2:2][CH3:3])[CH:30]=2)=[O:25], predict the reactants needed to synthesize it. The reactants are: [CH2:1](O)[CH2:2][CH3:3].N(C(N1CCCCC1)=O)=NC(N1CCCCC1)=O.[NH2:23][C:24]([NH:26][C:27]1[NH:28][C:29]2[C:34]([C:35]=1[C:36]([NH2:38])=[O:37])=[CH:33][CH:32]=[C:31]([OH:39])[CH:30]=2)=[O:25].